This data is from Forward reaction prediction with 1.9M reactions from USPTO patents (1976-2016). The task is: Predict the product of the given reaction. Given the reactants Cl[CH2:2][CH2:3][CH2:4][S:5](Cl)(=[O:7])=[O:6].[F:9][C:10]([F:39])([F:38])[C:11]1[CH:12]=[C:13]([C@H:21]([O:23][C@@H:24]2[C@@H:29]([C:30]3[CH:35]=[CH:34][CH:33]=[CH:32][CH:31]=3)[C@H:28]([CH2:36][NH2:37])[CH2:27][CH2:26][O:25]2)[CH3:22])[CH:14]=[C:15]([C:17]([F:20])([F:19])[F:18])[CH:16]=1.C(N(C(C)C)C(C)C)C.O, predict the reaction product. The product is: [F:19][C:17]([F:18])([F:20])[C:15]1[CH:14]=[C:13]([C@H:21]([O:23][C@@H:24]2[C@@H:29]([C:30]3[CH:35]=[CH:34][CH:33]=[CH:32][CH:31]=3)[C@H:28]([CH2:36][N:37]3[CH2:2][CH2:3][CH2:4][S:5]3(=[O:7])=[O:6])[CH2:27][CH2:26][O:25]2)[CH3:22])[CH:12]=[C:11]([C:10]([F:39])([F:9])[F:38])[CH:16]=1.